Dataset: Full USPTO retrosynthesis dataset with 1.9M reactions from patents (1976-2016). Task: Predict the reactants needed to synthesize the given product. (1) Given the product [CH3:8][O:9][C:10]1[CH:11]=[CH:12][C:13]([CH2:14][N:15]2[C:16]3[CH:21]=[C:20]([Br:22])[N:19]=[CH:18][C:17]=3[N:23]=[CH:1]2)=[CH:24][CH:25]=1, predict the reactants needed to synthesize it. The reactants are: [C:1](OC(=O)C)(=O)C.[CH3:8][O:9][C:10]1[CH:25]=[CH:24][C:13]([CH2:14][NH:15][C:16]2[CH:21]=[C:20]([Br:22])[N:19]=[CH:18][C:17]=2[NH2:23])=[CH:12][CH:11]=1. (2) Given the product [C:1]([N:27]1[CH2:28][CH2:29][CH2:30][C@H:25]([O:24][C:21]2[CH:22]=[C:23]3[C:18](=[CH:19][C:20]=2[O:31][CH3:32])[N:17]=[CH:16][N:15]=[C:14]3[NH:13][C:12]2[CH:33]=[CH:34][CH:35]=[C:10]([Cl:9])[C:11]=2[F:36])[CH2:26]1)(=[O:3])[CH3:2], predict the reactants needed to synthesize it. The reactants are: [C:1](OC(=O)C)(=[O:3])[CH3:2].Cl.[Cl:9][C:10]1[C:11]([F:36])=[C:12]([CH:33]=[CH:34][CH:35]=1)[NH:13][C:14]1[C:23]2[C:18](=[CH:19][C:20]([O:31][CH3:32])=[C:21]([O:24][C@H:25]3[CH2:30][CH2:29][CH2:28][NH:27][CH2:26]3)[CH:22]=2)[N:17]=[CH:16][N:15]=1.C(N(C(C)C)CC)(C)C. (3) The reactants are: [NH2:1][C@:2]12[CH2:38][CH2:37][C@@H:36]([C:39]([CH3:41])=[CH2:40])[C@@H:3]1[C@@H:4]1[C@@:17]([CH3:20])([CH2:18][CH2:19]2)[C@@:16]2([CH3:21])[C@@H:7]([C@:8]3([CH3:35])[C@@H:13]([CH2:14][CH2:15]2)[C:12]([CH3:23])([CH3:22])[C:11]([C:24]2[CH2:29][CH2:28][CH:27]([C:30]([O:32][CH2:33][CH3:34])=[O:31])[CH2:26][CH:25]=2)=[CH:10][CH2:9]3)[CH2:6][CH2:5]1.C(O)(=O)C. Given the product [NH2:1][C@:2]12[CH2:38][CH2:37][C@@H:36]([CH:39]([CH3:40])[CH3:41])[C@@H:3]1[C@@H:4]1[C@@:17]([CH3:20])([CH2:18][CH2:19]2)[C@@:16]2([CH3:21])[C@@H:7]([C@:8]3([CH3:35])[C@@H:13]([CH2:14][CH2:15]2)[C:12]([CH3:22])([CH3:23])[C:11]([C:24]2[CH2:29][CH2:28][CH:27]([C:30]([O:32][CH2:33][CH3:34])=[O:31])[CH2:26][CH:25]=2)=[CH:10][CH2:9]3)[CH2:6][CH2:5]1, predict the reactants needed to synthesize it. (4) Given the product [N:10]1([C:2]2[CH:3]=[CH:4][C:5]([C:8]#[N:9])=[N:6][CH:7]=2)[CH:14]=[CH:13][N:12]=[CH:11]1, predict the reactants needed to synthesize it. The reactants are: Br[C:2]1[CH:3]=[CH:4][C:5]([C:8]#[N:9])=[N:6][CH:7]=1.[NH:10]1[CH:14]=[CH:13][N:12]=[CH:11]1. (5) Given the product [I:7][C:8]1[CH:9]=[C:10]2[C:15](=[CH:16][CH:17]=1)[O:14][C@@H:13]([CH2:18][OH:19])[CH2:12][CH2:11]2, predict the reactants needed to synthesize it. The reactants are: B.C1COCC1.[I:7][C:8]1[CH:9]=[C:10]2[C:15](=[CH:16][CH:17]=1)[O:14][C@@H:13]([C:18](O)=[O:19])[CH2:12][CH2:11]2.O.C([O-])(O)=O.[Na+].